This data is from Full USPTO retrosynthesis dataset with 1.9M reactions from patents (1976-2016). The task is: Predict the reactants needed to synthesize the given product. (1) Given the product [F:1][C:2]1[C:3]([N+:12]([O-:14])=[O:13])=[CH:4][C:5]2[S:9][C:8]([CH3:10])=[N:7][C:6]=2[CH:11]=1, predict the reactants needed to synthesize it. The reactants are: [F:1][C:2]1[CH:3]=[CH:4][C:5]2[S:9][C:8]([CH3:10])=[N:7][C:6]=2[CH:11]=1.[N+:12]([O-])([O-:14])=[O:13].[K+]. (2) Given the product [CH2:15]([N:18]1[C:26](=[O:27])[C:25]2[C:20](=[N:21][C:22]([NH:12][C:11]3[CH:13]=[CH:14][C:8]([N:5]4[CH2:4][CH2:3][N:2]([CH3:1])[CH2:7][CH2:6]4)=[CH:9][CH:10]=3)=[N:23][CH:24]=2)[N:19]1[C:30]1[CH:35]=[CH:34][CH:33]=[C:32]([N:36]2[CH2:40][CH2:39][N:38]([CH3:41])[C:37]2=[O:42])[N:31]=1)[CH:16]=[CH2:17], predict the reactants needed to synthesize it. The reactants are: [CH3:1][N:2]1[CH2:7][CH2:6][N:5]([C:8]2[CH:14]=[CH:13][C:11]([NH2:12])=[CH:10][CH:9]=2)[CH2:4][CH2:3]1.[CH2:15]([N:18]1[C:26](=[O:27])[C:25]2[C:20](=[N:21][C:22](SC)=[N:23][CH:24]=2)[N:19]1[C:30]1[CH:35]=[CH:34][CH:33]=[C:32]([N:36]2[CH2:40][CH2:39][N:38]([CH3:41])[C:37]2=[O:42])[N:31]=1)[CH:16]=[CH2:17].